This data is from Forward reaction prediction with 1.9M reactions from USPTO patents (1976-2016). The task is: Predict the product of the given reaction. (1) Given the reactants [O:1]1[CH2:6][CH2:5][N:4]([CH2:7][CH2:8][CH2:9][OH:10])[CH2:3][CH2:2]1.[Cl:11][C:12]1[CH:13]=[C:14]([CH:27]=[CH:28][C:29]=1[O:30][CH2:31][C:32]1[CH:37]=[CH:36][CH:35]=[CH:34][N:33]=1)[NH:15][C:16]1C2C(=CC=CC=2F)N=[CH:18][N:17]=1, predict the reaction product. The product is: [Cl:11][C:12]1[CH:13]=[C:14]([CH:27]=[CH:28][C:29]=1[O:30][CH2:31][C:32]1[CH:37]=[CH:36][CH:35]=[CH:34][N:33]=1)[NH:15][C:16]1[N:17]=[CH:18][C:27]2[C:14](=[CH:13][CH:12]=[CH:29][C:28]=2[O:10][CH2:9][CH2:8][CH2:7][N:4]2[CH2:5][CH2:6][O:1][CH2:2][CH2:3]2)[N:15]=1. (2) Given the reactants [N:1]1[CH:6]=[CH:5][CH:4]=[CH:3][C:2]=1[C:7]1[C:11]([C:12]([F:15])([F:14])[F:13])=[C:10]([C:16]([OH:18])=O)[O:9][N:8]=1.[OH:19][CH:20]([C:33]1[CH:38]=[CH:37][C:36](/[C:39](=[N:41]\O)/[NH2:40])=[CH:35][CH:34]=1)[CH2:21][N:22]1[CH2:27][CH2:26][CH2:25][C@H:24]([C:28]([O:30][CH2:31][CH3:32])=[O:29])[CH2:23]1.C1N(P(Cl)(N2C(=O)OCC2)=O)C(=O)OC1.CCCC[N+](CCCC)(CCCC)CCCC.[F-], predict the reaction product. The product is: [OH:19][CH:20]([C:33]1[CH:38]=[CH:37][C:36]([C:39]2[N:41]=[C:16]([C:10]3[O:9][N:8]=[C:7]([C:2]4[CH:3]=[CH:4][CH:5]=[CH:6][N:1]=4)[C:11]=3[C:12]([F:13])([F:14])[F:15])[O:18][N:40]=2)=[CH:35][CH:34]=1)[CH2:21][N:22]1[CH2:27][CH2:26][CH2:25][C@H:24]([C:28]([O:30][CH2:31][CH3:32])=[O:29])[CH2:23]1. (3) Given the reactants [OH-].[K+].C[Si](C)(C)[C:5]#[C:6][C:7]1[CH:12]=[CH:11][CH:10]=[CH:9][C:8]=1[NH:13][C:14](=[O:16])[CH3:15], predict the reaction product. The product is: [C:6]([C:7]1[CH:12]=[CH:11][CH:10]=[CH:9][C:8]=1[NH:13][C:14](=[O:16])[CH3:15])#[CH:5]. (4) Given the reactants [OH:1][C@@:2]1([C:9]#[C:10][C:11]2[CH:12]=[C:13]([C:17]3[N:22]=[C:21]([C:23]([O:25]C)=O)[CH:20]=[C:19]([O:27][CH:28]4[CH2:31][O:30][CH2:29]4)[CH:18]=3)[CH:14]=[CH:15][CH:16]=2)[CH2:6][CH2:5][N:4]([CH3:7])[C:3]1=[O:8].[NH3:32], predict the reaction product. The product is: [OH:1][C@@:2]1([C:9]#[C:10][C:11]2[CH:12]=[C:13]([C:17]3[N:22]=[C:21]([C:23]([NH2:32])=[O:25])[CH:20]=[C:19]([O:27][CH:28]4[CH2:31][O:30][CH2:29]4)[CH:18]=3)[CH:14]=[CH:15][CH:16]=2)[CH2:6][CH2:5][N:4]([CH3:7])[C:3]1=[O:8].